This data is from Forward reaction prediction with 1.9M reactions from USPTO patents (1976-2016). The task is: Predict the product of the given reaction. (1) Given the reactants [CH3:1][C:2]1[S:3][C:4]([C:8]2[CH:13]=[CH:12][N:11]=[C:10](SC)[N:9]=2)=[C:5]([CH3:7])[N:6]=1.O[O:17][S:18]([O-:20])=O.[K+].[C:22]([O-])(O)=O.[Na+], predict the reaction product. The product is: [CH3:1][C:2]1[S:3][C:4]([C:8]2[CH:13]=[CH:12][N:11]=[C:10]([S:18]([CH3:22])(=[O:20])=[O:17])[N:9]=2)=[C:5]([CH3:7])[N:6]=1. (2) Given the reactants [CH2:1]([O:8][C:9]1[C:10]2[N:11]([CH:15]=[CH:16][N:17]=2)[CH:12]=[CH:13][CH:14]=1)[C:2]1[CH:7]=[CH:6][CH:5]=[CH:4][CH:3]=1.[Br:18]Br.O.[OH-].[Na+], predict the reaction product. The product is: [CH2:1]([O:8][C:9]1[C:10]2[N:11]([C:15]([Br:18])=[CH:16][N:17]=2)[CH:12]=[CH:13][CH:14]=1)[C:2]1[CH:3]=[CH:4][CH:5]=[CH:6][CH:7]=1. (3) Given the reactants [N:1]1([C:8]2[CH:9]=[CH:10][C:11]3[N:12]([C:14]([C:17]([F:20])([F:19])[F:18])=[N:15][N:16]=3)[N:13]=2)[CH2:7][CH2:6][CH2:5][NH:4][CH2:3][CH2:2]1.[CH:21]([C:23]1[CH:30]=[CH:29][CH:28]=[CH:27][C:24]=1[C:25]#[N:26])=O, predict the reaction product. The product is: [F:20][C:17]([F:18])([F:19])[C:14]1[N:12]2[N:13]=[C:8]([N:1]3[CH2:7][CH2:6][CH2:5][N:4]([CH2:21][C:23]4[CH:30]=[CH:29][CH:28]=[CH:27][C:24]=4[C:25]#[N:26])[CH2:3][CH2:2]3)[CH:9]=[CH:10][C:11]2=[N:16][N:15]=1. (4) Given the reactants [H-].[H-].[H-].[H-].[Li+].[Al+3].C([O:9][C:10](=O)[C:11]1[CH:16]=[CH:15][CH:14]=[C:13]([O:17][C:18]([CH3:21])([CH3:20])[CH3:19])[CH:12]=1)C, predict the reaction product. The product is: [C:18]([O:17][C:13]1[CH:12]=[C:11]([CH2:10][OH:9])[CH:16]=[CH:15][CH:14]=1)([CH3:21])([CH3:19])[CH3:20]. (5) The product is: [Cl:31][C:32]1[CH:37]=[CH:36][CH:35]=[C:34]([CH3:38])[C:33]=1[NH:39][C:40](=[O:63])[NH:41][C:42]1[CH:43]=[CH:44][C:45]([C:48]2[S:52][C:51]([CH:53]3[CH2:54][CH2:55][CH:56]([C:59]([OH:61])=[O:60])[CH2:57][CH2:58]3)=[N:50][CH:49]=2)=[CH:46][CH:47]=1. Given the reactants FC(F)(F)C1C=C(NC(=O)NC2C=CC(C3SC(CCC(O)=O)=NC=3)=CC=2)C=CC=1.[Cl:31][C:32]1[CH:37]=[CH:36][CH:35]=[C:34]([CH3:38])[C:33]=1[NH:39][C:40](=[O:63])[NH:41][C:42]1[CH:47]=[CH:46][C:45]([C:48]2[S:52][C:51]([CH:53]3[CH2:58][CH2:57][CH:56]([C:59]([O:61]C)=[O:60])[CH2:55][CH2:54]3)=[N:50][CH:49]=2)=[CH:44][CH:43]=1, predict the reaction product. (6) Given the reactants C(NC1C=CC(C2C=C3C(CN([C@@H](C(C)C)C(OC)=O)C3=O)=CC=2)=CC=1)(=O)C1C=CC=CC=1.[NH2:34][C:35]1[CH:40]=[CH:39][C:38]([C:41]2[CH:49]=[C:48]3[C:44]([CH2:45][N:46]([C@@H:51]([CH:56]([CH3:58])[CH3:57])[C:52]([O:54][CH3:55])=[O:53])[C:47]3=[O:50])=[CH:43][CH:42]=2)=[CH:37][CH:36]=1.[CH3:59][O:60][C:61]1[CH:69]=[C:68]([O:70][CH3:71])[CH:67]=[CH:66][C:62]=1[C:63](Cl)=[O:64], predict the reaction product. The product is: [CH3:59][O:60][C:61]1[CH:69]=[C:68]([O:70][CH3:71])[CH:67]=[CH:66][C:62]=1[C:63]([NH:34][C:35]1[CH:36]=[CH:37][C:38]([C:41]2[CH:49]=[C:48]3[C:44]([CH2:45][N:46]([C@@H:51]([CH:56]([CH3:58])[CH3:57])[C:52]([O:54][CH3:55])=[O:53])[C:47]3=[O:50])=[CH:43][CH:42]=2)=[CH:39][CH:40]=1)=[O:64]. (7) Given the reactants [CH3:1][N:2]([C:15]1[C:24]2[C:19](=[CH:20][CH:21]=[CH:22][CH:23]=2)[CH:18]=[C:17]([C:25]2[NH:29][C:28](=[O:30])[NH:27][N:26]=2)[N:16]=1)[C@H:3]1[CH2:7][CH2:6][N:5](C(OC(C)(C)C)=O)[CH2:4]1.C(O)(C(F)(F)F)=O, predict the reaction product. The product is: [CH3:1][N:2]([C@H:3]1[CH2:7][CH2:6][NH:5][CH2:4]1)[C:15]1[C:24]2[C:19](=[CH:20][CH:21]=[CH:22][CH:23]=2)[CH:18]=[C:17]([C:25]2[NH:29][C:28](=[O:30])[NH:27][N:26]=2)[N:16]=1.